This data is from Reaction yield outcomes from USPTO patents with 853,638 reactions. The task is: Predict the reaction yield, written as a fraction of the theoretical maximum amount of product (1.0 means a 100% yield; for example, 0.34 means a 34% yield). (1) The reactants are C([O:8][C@H:9]([CH3:42])[C@H:10]([O:12][C:13]1[C:18]([C:19]([F:22])([F:21])[F:20])=[CH:17][N:16]=[C:15]([NH:23][C:24]2[CH:29]=[CH:28][C:27]([S:30]([CH:39]3[CH2:41][CH2:40]3)(=[N:32][C:33](=[O:38])[C:34]([F:37])([F:36])[F:35])=[O:31])=[CH:26][CH:25]=2)[N:14]=1)[CH3:11])C1C=CC=CC=1. The catalyst is C(O)C.[Pd]. The product is [CH:39]1([S:30]([C:27]2[CH:26]=[CH:25][C:24]([NH:23][C:15]3[N:14]=[C:13]([O:12][C@H:10]([CH3:11])[C@H:9]([OH:8])[CH3:42])[C:18]([C:19]([F:21])([F:22])[F:20])=[CH:17][N:16]=3)=[CH:29][CH:28]=2)(=[N:32][C:33](=[O:38])[C:34]([F:36])([F:35])[F:37])=[O:31])[CH2:41][CH2:40]1. The yield is 0.790. (2) The reactants are [Cl:1][C:2]1[CH:3]=[CH:4][C:5]2[C:9]([CH:10]=1)=[N:8][N:7]([CH2:11][C:12]([NH:16][C:17](=[O:29])[C:18]1[CH:23]=[CH:22][C:21]([O:24][C:25]([F:28])([F:27])[F:26])=[CH:20][CH:19]=1)([C:14]#[N:15])[CH3:13])[CH:6]=2.[Cl:30]N1C(=O)CCC1=O. The catalyst is C(#N)C.O. The product is [C:14]([C:12]([NH:16][C:17](=[O:29])[C:18]1[CH:23]=[CH:22][C:21]([O:24][C:25]([F:26])([F:27])[F:28])=[CH:20][CH:19]=1)([CH3:13])[CH2:11][N:7]1[C:6]([Cl:30])=[C:5]2[C:9]([CH:10]=[C:2]([Cl:1])[CH:3]=[CH:4]2)=[N:8]1)#[N:15]. The yield is 0.850. (3) The reactants are Br[C:2]1[CH:24]=[CH:23][C:5]2[C:6]3[N:10]([CH2:11][CH2:12][O:13][C:4]=2[CH:3]=1)[CH:9]=[C:8]([C:14]1[N:15]([CH:20]([CH3:22])[CH3:21])[N:16]=[C:17]([CH3:19])[N:18]=1)[N:7]=3.[C:25]([O:29][C:30]([N:32]1[CH2:37][CH:36]=[C:35](B2OC(C)(C)C(C)(C)O2)[CH2:34][CH2:33]1)=[O:31])([CH3:28])([CH3:27])[CH3:26].C(Cl)Cl.C(=O)([O-])[O-].[K+].[K+]. The catalyst is CN(C=O)C.C(OCC)(=O)C.O. The product is [C:25]([O:29][C:30]([N:32]1[CH2:33][CH:34]=[C:35]([C:2]2[CH:24]=[CH:23][C:5]3[C:6]4[N:10]([CH2:11][CH2:12][O:13][C:4]=3[CH:3]=2)[CH:9]=[C:8]([C:14]2[N:15]([CH:20]([CH3:22])[CH3:21])[N:16]=[C:17]([CH3:19])[N:18]=2)[N:7]=4)[CH2:36][CH2:37]1)=[O:31])([CH3:28])([CH3:26])[CH3:27]. The yield is 0.990. (4) The reactants are [NH2:1][C:2]1[CH:7]=[C:6]([C:8]2[S:9][CH:10]=[CH:11][CH:12]=2)[CH:5]=[CH:4][C:3]=1[NH:13][C:14](=[O:20])[O:15][C:16]([CH3:19])([CH3:18])[CH3:17].[CH:21]([N:24]=[C:25]=[O:26])([CH3:23])[CH3:22]. The catalyst is ClCCl.O. The product is [CH:21]([NH:24][C:25](=[O:26])[NH:1][C:2]1[CH:7]=[C:6]([C:8]2[S:9][CH:10]=[CH:11][CH:12]=2)[CH:5]=[CH:4][C:3]=1[NH:13][C:14](=[O:20])[O:15][C:16]([CH3:17])([CH3:19])[CH3:18])([CH3:23])[CH3:22]. The yield is 0.700. (5) The reactants are C(OC([N:8]1[CH2:13][CH2:12][CH2:11][C@@H:10]([CH2:14][NH:15][C:16]([NH:18][C:19]2[CH:24]=[C:23]([C:25]3[N:29]([CH3:30])[N:28]=[N:27][N:26]=3)[CH:22]=[C:21]([CH2:31][CH3:32])[CH:20]=2)=[O:17])[CH2:9]1)=O)(C)(C)C.[ClH:33].O1CCOCC1. The catalyst is C(OCC)(=O)C. The product is [ClH:33].[CH2:31]([C:21]1[CH:20]=[C:19]([NH:18][C:16]([NH:15][CH2:14][C@H:10]2[CH2:11][CH2:12][CH2:13][NH:8][CH2:9]2)=[O:17])[CH:24]=[C:23]([C:25]2[N:29]([CH3:30])[N:28]=[N:27][N:26]=2)[CH:22]=1)[CH3:32]. The yield is 0.970.